This data is from Forward reaction prediction with 1.9M reactions from USPTO patents (1976-2016). The task is: Predict the product of the given reaction. (1) Given the reactants [CH2:1]([NH:8][C:9]1[C:14]([C:15]([N:17]2[C:25]3[C:20](=[CH:21][C:22]([Cl:26])=[CH:23][CH:24]=3)[CH2:19][CH2:18]2)=[O:16])=[CH:13][CH:12]=[CH:11][N:10]=1)[C:2]1[CH:7]=[CH:6][CH:5]=[CH:4][CH:3]=1.C(N)C1C=CC=CC=1.[F:35]C1C=CC(CN)=CC=1, predict the reaction product. The product is: [Cl:26][C:22]1[CH:21]=[C:20]2[C:25](=[CH:24][CH:23]=1)[N:17]([C:15]([C:14]1[C:9]([NH:8][CH2:1][C:2]3[CH:7]=[CH:6][C:5]([F:35])=[CH:4][CH:3]=3)=[N:10][CH:11]=[CH:12][CH:13]=1)=[O:16])[CH2:18][CH2:19]2. (2) Given the reactants [CH:1]1([C:4]2[CH:9]=[CH:8][C:7](Br)=[CH:6][CH:5]=2)[CH2:3][CH2:2]1.C([Li])(C)(C)C.CN(C)[CH:18]=[O:19].[Cl-].[NH4+], predict the reaction product. The product is: [CH:1]1([C:4]2[CH:9]=[CH:8][C:7]([CH:18]=[O:19])=[CH:6][CH:5]=2)[CH2:3][CH2:2]1. (3) Given the reactants [F:1][C:2]([F:29])([F:28])[C:3]1[N:8]=[CH:7][C:6]([CH:9]2[CH2:14][CH:13]([S:15]([C:18]3[CH:23]=[CH:22][CH:21]=[C:20]([C:24]([F:27])([F:26])[F:25])[CH:19]=3)(=[O:17])=[O:16])[CH2:12][CH2:11][O:10]2)=[CH:5][N:4]=1.[CH3:30]C([O-])(C)C.[K+], predict the reaction product. The product is: [CH3:30][C:13]1([S:15]([C:18]2[CH:23]=[CH:22][CH:21]=[C:20]([C:24]([F:25])([F:26])[F:27])[CH:19]=2)(=[O:17])=[O:16])[CH2:12][CH2:11][O:10][CH:9]([C:6]2[CH:5]=[N:4][C:3]([C:2]([F:1])([F:28])[F:29])=[N:8][CH:7]=2)[CH2:14]1. (4) Given the reactants [CH3:1][O:2][C:3]1[C:4]([CH2:12][N:13]([CH3:15])[CH3:14])=[C:5]2[C:9](=[CH:10][CH:11]=1)[NH:8][CH:7]=[CH:6]2.CN(C=O)C.[Br:21][C:22]1[CH:23]=[CH:24][C:25]([O:32][CH3:33])=[C:26]([S:28](Cl)(=[O:30])=[O:29])[CH:27]=1, predict the reaction product. The product is: [Br:21][C:22]1[CH:23]=[CH:24][C:25]([O:32][CH3:33])=[C:26]([S:28]([N:8]2[C:9]3[C:5](=[C:4]([CH2:12][N:13]([CH3:14])[CH3:15])[C:3]([O:2][CH3:1])=[CH:11][CH:10]=3)[CH:6]=[CH:7]2)(=[O:29])=[O:30])[CH:27]=1. (5) Given the reactants [C:1]([O:5][C:6]([NH:8][CH2:9][C@H:10]1[CH2:15][CH2:14][C@H:13]([C:16]([NH:18][C@H:19]([C:37]([NH:39][C:40]2[CH:48]=[C:47]3[C:43]([C:44]([Cl:49])=[N:45][NH:46]3)=[CH:42][CH:41]=2)=[O:38])[CH2:20][C:21]2[CH:26]=[CH:25][C:24]([C:27]3[CH:32]=[CH:31][C:30]([C:33]([OH:35])=O)=[CH:29][C:28]=3[CH3:36])=[CH:23][CH:22]=2)=[O:17])[CH2:12][CH2:11]1)=[O:7])([CH3:4])([CH3:3])[CH3:2].[CH2:50]([N:52]([CH2:60][CH3:61])[CH:53]1[CH2:58][CH2:57][CH:56]([NH2:59])[CH2:55][CH2:54]1)[CH3:51].C(N(CC)C(C)C)(C)C.F[P-](F)(F)(F)(F)F.CN(C(ON1C2=NC=CC=C2N=N1)=[N+](C)C)C, predict the reaction product. The product is: [Cl:49][C:44]1[C:43]2[C:47](=[CH:48][C:40]([NH:39][C:37](=[O:38])[C@@H:19]([NH:18][C:16]([C@H:13]3[CH2:14][CH2:15][C@H:10]([CH2:9][NH:8][C:6](=[O:7])[O:5][C:1]([CH3:4])([CH3:2])[CH3:3])[CH2:11][CH2:12]3)=[O:17])[CH2:20][C:21]3[CH:26]=[CH:25][C:24]([C:27]4[CH:32]=[CH:31][C:30]([C:33](=[O:35])[NH:59][CH:56]5[CH2:55][CH2:54][CH:53]([N:52]([CH2:60][CH3:61])[CH2:50][CH3:51])[CH2:58][CH2:57]5)=[CH:29][C:28]=4[CH3:36])=[CH:23][CH:22]=3)=[CH:41][CH:42]=2)[NH:46][N:45]=1. (6) Given the reactants [F:1][C:2]1[CH:18]=[CH:17][C:5]2[CH2:6][CH2:7][N:8]([C:11](=[O:16])[C:12]([F:15])([F:14])[F:13])[CH2:9][CH2:10][C:4]=2[C:3]=1[OH:19].[F:20][C:21]([F:34])([F:33])[S:22](O[S:22]([C:21]([F:34])([F:33])[F:20])(=[O:24])=[O:23])(=[O:24])=[O:23], predict the reaction product. The product is: [F:1][C:2]1[CH:18]=[CH:17][C:5]2[CH2:6][CH2:7][N:8]([C:11](=[O:16])[C:12]([F:15])([F:13])[F:14])[CH2:9][CH2:10][C:4]=2[C:3]=1[O:19][S:22]([C:21]([F:34])([F:33])[F:20])(=[O:24])=[O:23].